This data is from Full USPTO retrosynthesis dataset with 1.9M reactions from patents (1976-2016). The task is: Predict the reactants needed to synthesize the given product. (1) Given the product [C:16]([C:20]1[CH:25]=[CH:24][C:23]2[NH:26][C:13]([C@@H:9]([NH:8][C:1](=[O:2])[O:3][C:4]([CH3:5])([CH3:6])[CH3:7])[C@H:10]([OH:11])[CH3:12])=[N:27][C:22]=2[CH:21]=1)([CH3:19])([CH3:17])[CH3:18], predict the reactants needed to synthesize it. The reactants are: [C:1]([NH:8][C@H:9]([C:13](O)=O)[C@@H:10]([CH3:12])[OH:11])([O:3][C:4]([CH3:7])([CH3:6])[CH3:5])=[O:2].[C:16]([C:20]1[CH:25]=[CH:24][C:23]([NH2:26])=[C:22]([NH2:27])[CH:21]=1)([CH3:19])([CH3:18])[CH3:17]. (2) Given the product [CH3:26][O:25][C:18]1[CH:19]=[C:20]([C:8]2[CH2:14][CH2:13][CH2:12][CH2:11][CH:9]=2)[C:21]([Cl:23])=[CH:22][C:17]=1[C:15]([N:7]1[C:8]2[CH:14]=[CH:13][CH:12]=[CH:11][C:9]=2[CH2:10][N:4]2[C:3]([C:45]([N:4]3[CH2:3][CH2:2][CH2:1][C@H:5]3[CH2:6][N:7]3[CH2:42][CH2:39][CH2:38][CH2:44]3)=[O:48])=[CH:2][CH:1]=[C:5]2[CH2:6]1)=[O:16], predict the reactants needed to synthesize it. The reactants are: [CH:1]1[CH:2]=[CH:3][N:4]2[CH2:10][C:9]3[CH:11]=[CH:12][CH:13]=[CH:14][C:8]=3[N:7]([C:15]([C:17]3[CH:22]=[C:21]([Cl:23])[C:20](I)=[CH:19][C:18]=3[O:25][CH3:26])=[O:16])[CH2:6][C:5]=12.B1(B2O[C:39]([CH3:42])(C)[C:38]([CH3:44])(C)O2)O[C:39](C)([CH3:42])[C:38](C)([CH3:44])O1.[C:45]([O-:48])(=O)C.[K+]. (3) Given the product [NH2:20][C:19]1[N:13]([C:11]2[CH:10]=[CH:9][C:5]([C:6]([OH:8])=[O:7])=[C:4]([O:3][CH3:2])[CH:12]=2)[N:14]=[C:17]([C:16]([CH3:23])([CH3:22])[CH3:15])[CH:18]=1, predict the reactants needed to synthesize it. The reactants are: Cl.[CH3:2][O:3][C:4]1[CH:12]=[C:11]([NH:13][NH2:14])[CH:10]=[CH:9][C:5]=1[C:6]([OH:8])=[O:7].[CH3:15][C:16]([CH3:23])([CH3:22])[C:17](=O)[CH2:18][C:19]#[N:20].Cl.[OH-].[Na+]. (4) Given the product [F:14][C:15]1[CH:16]=[CH:17][CH:18]=[C:19]2[C:23]=1[N:22]([CH3:24])[CH:21]=[C:20]2[CH2:25][NH:6][CH3:5], predict the reactants needed to synthesize it. The reactants are: BrC1C=C[C:5](NCC(OC)=O)=[N:6]C=1.[F:14][C:15]1[CH:16]=[CH:17][CH:18]=[C:19]2[C:23]=1[N:22]([CH3:24])[CH:21]=[C:20]2[CH:25]=O.CN1C2C(=CC=CC=2)C(C)=C1C=O. (5) Given the product [F:29][C:26]([F:27])([F:28])[C:23]([C:21]1[N:20]=[N:19][N:18]([CH2:17][C:13]2[CH:14]=[CH:15][N:16]3[C:11]([CH:12]=2)=[CH:10][C:9]([CH2:31][N:33]2[CH2:38][CH2:37][O:36][CH2:35][CH2:34]2)=[C:8]3[C:5]2[CH:4]=[CH:3][C:2]([F:1])=[CH:7][CH:6]=2)[CH:22]=1)([OH:30])[CH2:24][CH3:25], predict the reactants needed to synthesize it. The reactants are: [F:1][C:2]1[CH:7]=[CH:6][C:5]([C:8]2[N:16]3[C:11]([CH:12]=[C:13]([CH2:17][N:18]4[CH:22]=[C:21]([C:23]([OH:30])([C:26]([F:29])([F:28])[F:27])[CH2:24][CH3:25])[N:20]=[N:19]4)[CH:14]=[CH:15]3)=[CH:10][C:9]=2[CH:31]=O)=[CH:4][CH:3]=1.[NH:33]1[CH2:38][CH2:37][O:36][CH2:35][CH2:34]1. (6) The reactants are: C[O:2][C:3](=O)[C@@H:4]1[CH2:8][CH2:7][CH2:6][N:5]1[CH2:9][C:10]1[C:11]2[C:16]([C:17]3[CH:18]=[C:19]4[O:26][CH2:25][O:24][C:20]4=[CH:21][C:22]=3[CH:23]=1)=[CH:15][C:14]([O:27][CH2:28][C:29]1[CH:34]=[CH:33][CH:32]=[CH:31][CH:30]=1)=[CH:13][CH:12]=2.N. Given the product [CH2:25]1[O:26][C:19]2[C:20](=[CH:21][C:22]3[CH:23]=[C:10]([CH2:9][N:5]4[CH2:6][CH2:7][CH2:8][C@H:4]4[CH2:3][OH:2])[C:11]4[C:16]([C:17]=3[CH:18]=2)=[CH:15][C:14]([O:27][CH2:28][C:29]2[CH:34]=[CH:33][CH:32]=[CH:31][CH:30]=2)=[CH:13][CH:12]=4)[O:24]1, predict the reactants needed to synthesize it.